From a dataset of Forward reaction prediction with 1.9M reactions from USPTO patents (1976-2016). Predict the product of the given reaction. (1) Given the reactants [F:1][C:2]1[CH:32]=[CH:31][C:5]([CH2:6][NH:7][C:8]([C:10]2O[CH:12]=[C:13]([C:25](=[O:30])[C:26]([CH3:29])([CH3:28])[CH3:27])[C:14](=[O:24])[C:15]=2[O:16][CH2:17][C:18]2[CH:23]=[CH:22][CH:21]=[CH:20][CH:19]=2)=[O:9])=[CH:4][CH:3]=1.C(O)C.[CH3:36][O:37][CH:38]([O:41][CH3:42])[CH2:39][NH2:40], predict the reaction product. The product is: [F:1][C:2]1[CH:3]=[CH:4][C:5]([CH2:6][NH:7][C:8]([C:10]2[N:40]([CH2:39][CH:38]([O:41][CH3:42])[O:37][CH3:36])[CH:12]=[C:13]([C:25](=[O:30])[C:26]([CH3:27])([CH3:28])[CH3:29])[C:14](=[O:24])[C:15]=2[O:16][CH2:17][C:18]2[CH:19]=[CH:20][CH:21]=[CH:22][CH:23]=2)=[O:9])=[CH:31][CH:32]=1. (2) Given the reactants C[O:2][C:3](=O)[C:4]1[CH:9]=[C:8]([O:10][CH3:11])[C:7]([Cl:12])=[N:6][CH:5]=1.[H-].[H-].[H-].[H-].[Li+].[Al+3], predict the reaction product. The product is: [Cl:12][C:7]1[N:6]=[CH:5][C:4]([CH2:3][OH:2])=[CH:9][C:8]=1[O:10][CH3:11].